Dataset: Full USPTO retrosynthesis dataset with 1.9M reactions from patents (1976-2016). Task: Predict the reactants needed to synthesize the given product. (1) Given the product [CH2:37]([O:36][P:26]([O:25][CH2:24][CH2:23][CH2:22][C:18]1[CH:19]=[C:20]([CH3:21])[C:11]([OH:10])=[C:12]([CH:17]=1)[C:13]([O:15][CH3:16])=[O:14])([O:28][CH2:29][C:30]1[CH:35]=[CH:34][CH:33]=[CH:32][CH:31]=1)=[O:27])[C:38]1[CH:39]=[CH:40][CH:41]=[CH:42][CH:43]=1, predict the reactants needed to synthesize it. The reactants are: C([O-])([O-])=O.[K+].[K+].C([O:10][C:11]1[C:20]([CH3:21])=[CH:19][C:18]([CH2:22][CH2:23][CH2:24][O:25][P:26]([O:36][CH2:37][C:38]2[CH:43]=[CH:42][CH:41]=[CH:40][CH:39]=2)([O:28][CH2:29][C:30]2[CH:35]=[CH:34][CH:33]=[CH:32][CH:31]=2)=[O:27])=[CH:17][C:12]=1[C:13]([O:15][CH3:16])=[O:14])(=O)C. (2) Given the product [C:17]([C:14]1[CH:15]=[C:16]2[C:11]([CH2:10][CH2:9][NH:8]2)=[CH:12][CH:13]=1)([CH3:20])([CH3:18])[CH3:19], predict the reactants needed to synthesize it. The reactants are: C(OC([N:8]1[C:16]2[C:11](=[CH:12][CH:13]=[C:14]([C:17]([CH3:20])([CH3:19])[CH3:18])[CH:15]=2)[CH2:10][CH2:9]1)=O)(C)(C)C.Cl. (3) Given the product [F:1][C:2]1[CH:3]=[C:4]2[C:14]3[C:9](=[CH:10][N:11]=[C:12]([OH:15])[CH:13]=3)[NH:8][C:5]2=[N:6][CH:7]=1, predict the reactants needed to synthesize it. The reactants are: [F:1][C:2]1[CH:3]=[C:4]2[C:14]3[C:9](=[CH:10][N:11]=[C:12]([O:15]C)[CH:13]=3)[NH:8][C:5]2=[N:6][CH:7]=1.Cl. (4) The reactants are: [Cl:1][CH2:2][C:3](Cl)=[O:4].[NH2:6][C:7]1[C:16]2[N:17]=[C:18]([CH2:36][CH2:37][CH2:38][CH3:39])[N:19]([CH2:20][CH2:21][CH2:22][NH:23][CH2:24][C:25]3[CH:26]=[C:27]([CH2:31][C:32]([O:34][CH3:35])=[O:33])[CH:28]=[CH:29][CH:30]=3)[C:15]=2[C:14]2[CH:13]=[CH:12][CH:11]=[CH:10][C:9]=2[N:8]=1.Cl. Given the product [NH2:6][C:7]1[C:16]2[N:17]=[C:18]([CH2:36][CH2:37][CH2:38][CH3:39])[N:19]([CH2:20][CH2:21][CH2:22][N:23]([CH2:24][C:25]3[CH:26]=[C:27]([CH2:31][C:32]([O:34][CH3:35])=[O:33])[CH:28]=[CH:29][CH:30]=3)[C:3](=[O:4])[CH2:2][Cl:1])[C:15]=2[C:14]2[CH:13]=[CH:12][CH:11]=[CH:10][C:9]=2[N:8]=1, predict the reactants needed to synthesize it. (5) Given the product [CH3:12][C:4]1[N:3]=[C:2]([N:13]2[CH2:18][CH2:17][CH2:16][CH2:15][CH2:14]2)[N:7]=[C:6]([C:8]([O:10][CH2:11][CH3:19])=[O:9])[CH:5]=1, predict the reactants needed to synthesize it. The reactants are: Cl[C:2]1[N:7]=[C:6]([C:8]([O:10][CH3:11])=[O:9])[CH:5]=[C:4]([CH3:12])[N:3]=1.[NH:13]1[CH2:18][CH2:17][CH2:16][CH2:15][CH2:14]1.[CH2:19](N(CC)CC)C. (6) The reactants are: [CH:1]1([NH:7][C:8]2[N:13]=[CH:12][N:11]=[C:10]([C:14]([OH:16])=O)[CH:9]=2)[CH2:6][CH2:5][CH2:4][CH2:3][CH2:2]1.[NH2:17][C:18]1[CH:19]=[C:20]2[C:24](=[CH:25][CH:26]=1)[NH:23][N:22]=[CH:21]2. Given the product [CH:1]1([NH:7][C:8]2[N:13]=[CH:12][N:11]=[C:10]([C:14]([NH:17][C:18]3[CH:19]=[C:20]4[C:24](=[CH:25][CH:26]=3)[NH:23][N:22]=[CH:21]4)=[O:16])[CH:9]=2)[CH2:2][CH2:3][CH2:4][CH2:5][CH2:6]1, predict the reactants needed to synthesize it. (7) Given the product [NH2:1][C:2]1[C:3]2[N:4]([C:8]([C@@H:12]3[CH2:16][CH2:15][CH2:14][NH:13]3)=[N:9][C:10]=2[C:35]2[CH:53]=[CH:52][C:38]([C:39]([NH:41][C:42]3[CH:47]=[C:46]([C:48]([F:49])([F:50])[F:51])[CH:45]=[CH:44][N:43]=3)=[O:40])=[CH:37][CH:36]=2)[CH:5]=[CH:6][N:7]=1, predict the reactants needed to synthesize it. The reactants are: [NH2:1][C:2]1[C:3]2[N:4]([C:8]([C@@H:12]3[CH2:16][CH2:15][CH2:14][N:13]3C(OCC3C=CC=CC=3)=O)=[N:9][C:10]=2Br)[CH:5]=[CH:6][N:7]=1.CC1(C)C(C)(C)OB([C:35]2[CH:53]=[CH:52][C:38]([C:39]([NH:41][C:42]3[CH:47]=[C:46]([C:48]([F:51])([F:50])[F:49])[CH:45]=[CH:44][N:43]=3)=[O:40])=[CH:37][CH:36]=2)O1. (8) Given the product [Cl:20][C:21]1[CH:22]=[C:23]([O:19][CH2:18][C@H:14]2[O:15][CH2:16][CH2:17][N:12]([CH2:11][CH2:10][N:1]3[C:9]4[C:4](=[CH:5][CH:6]=[CH:7][CH:8]=4)[CH2:3][CH2:2]3)[CH2:13]2)[CH:24]=[N:25][CH:26]=1, predict the reactants needed to synthesize it. The reactants are: [N:1]1([CH2:10][CH2:11][N:12]2[CH2:17][CH2:16][O:15][C@H:14]([CH2:18][OH:19])[CH2:13]2)[C:9]2[C:4](=[CH:5][CH:6]=[CH:7][CH:8]=2)[CH2:3][CH2:2]1.[Cl:20][C:21]1[CH:22]=[C:23](O)[CH:24]=[N:25][CH:26]=1.C1C=CC(P(C2C=CC=CC=2)C2C=CC=CC=2)=CC=1.CC(OC(/N=N/C(OC(C)C)=O)=O)C. (9) Given the product [C:1]1([C:7]2[C:12]([C:13]3[CH:18]=[CH:17][CH:16]=[CH:15][CH:14]=3)=[CH:11][N:10]=[C:9]([NH:19][C@H:20]3[CH2:21][CH2:22][C@H:23]([C:26]([OH:28])=[O:27])[CH2:24][CH2:25]3)[N:8]=2)[CH:2]=[CH:3][CH:4]=[CH:5][CH:6]=1, predict the reactants needed to synthesize it. The reactants are: [C:1]1([C:7]2[C:12]([C:13]3[CH:18]=[CH:17][CH:16]=[CH:15][CH:14]=3)=[CH:11][N:10]=[C:9]([NH:19][C@H:20]3[CH2:25][CH2:24][C@H:23]([C:26]([O:28]CC)=[O:27])[CH2:22][CH2:21]3)[N:8]=2)[CH:6]=[CH:5][CH:4]=[CH:3][CH:2]=1.O1CCCC1.[OH-].[Li+].S(=O)(=O)(O)O.